From a dataset of Full USPTO retrosynthesis dataset with 1.9M reactions from patents (1976-2016). Predict the reactants needed to synthesize the given product. (1) Given the product [C:9](=[N:8][CH:7]1[CH2:31][C:30]2[C:25](=[N:26][CH:27]=[C:28]([Br:33])[CH:29]=2)[NH:24][C:6]1=[O:22])([C:10]1[CH:11]=[CH:12][CH:13]=[CH:14][CH:15]=1)[C:16]1[CH:17]=[CH:18][CH:19]=[CH:20][CH:21]=1, predict the reactants needed to synthesize it. The reactants are: [H-].[Na+].C(O[C:6](=[O:22])[CH2:7][N:8]=[C:9]([C:16]1[CH:21]=[CH:20][CH:19]=[CH:18][CH:17]=1)[C:10]1[CH:15]=[CH:14][CH:13]=[CH:12][CH:11]=1)C.Br.[NH2:24][C:25]1[C:30]([CH2:31]Br)=[CH:29][C:28]([Br:33])=[CH:27][N:26]=1. (2) Given the product [CH2:1]([O:8][CH:9]1[CH2:13][CH2:12][N:11]([C:15]2[N:20]([CH3:21])[C:19](=[O:22])[CH:18]=[C:17]([C:23]3[CH:24]=[CH:25][N:26]=[CH:27][CH:28]=3)[N:16]=2)[CH2:10]1)[C:2]1[CH:3]=[CH:4][CH:5]=[CH:6][CH:7]=1, predict the reactants needed to synthesize it. The reactants are: [CH2:1]([O:8][CH:9]1[CH2:13][CH2:12][NH:11][CH2:10]1)[C:2]1[CH:7]=[CH:6][CH:5]=[CH:4][CH:3]=1.Cl[C:15]1[N:20]([CH3:21])[C:19](=[O:22])[CH:18]=[C:17]([C:23]2[CH:28]=[CH:27][N:26]=[CH:25][CH:24]=2)[N:16]=1.C(N(CC)CC)C. (3) Given the product [C:1]([O:5][C:6](=[O:13])[NH:7][CH2:8][CH2:9][CH2:10][N:11]([C:18]1[S:17][N:16]=[C:15]([Cl:14])[N:19]=1)[CH3:12])([CH3:4])([CH3:3])[CH3:2], predict the reactants needed to synthesize it. The reactants are: [C:1]([O:5][C:6](=[O:13])[NH:7][CH2:8][CH2:9][CH2:10][NH:11][CH3:12])([CH3:4])([CH3:3])[CH3:2].[Cl:14][C:15]1[N:19]=[C:18](Cl)[S:17][N:16]=1.C(N(CC)CC)C.